The task is: Predict the reactants needed to synthesize the given product.. This data is from Full USPTO retrosynthesis dataset with 1.9M reactions from patents (1976-2016). (1) Given the product [C:1]([O:5][C:6]([N:8]([C@@H:14]1[C:22]2[C:17](=[C:18]([C:23]3[S:24][C:25]([C:28]4[CH:33]=[CH:32][C:31]([O:34][CH:35]([CH3:36])[CH3:37])=[C:30]([C:38]#[N:39])[CH:29]=4)=[N:26][N:27]=3)[CH:19]=[CH:20][CH:21]=2)[CH2:16][CH2:15]1)[CH2:9][C:10]([OH:12])=[O:11])=[O:7])([CH3:3])([CH3:2])[CH3:4], predict the reactants needed to synthesize it. The reactants are: [C:1]([O:5][C:6]([N:8]([C@@H:14]1[C:22]2[C:17](=[C:18]([C:23]3[S:24][C:25]([C:28]4[CH:33]=[CH:32][C:31]([O:34][CH:35]([CH3:37])[CH3:36])=[C:30]([C:38]#[N:39])[CH:29]=4)=[N:26][N:27]=3)[CH:19]=[CH:20][CH:21]=2)[CH2:16][CH2:15]1)[CH2:9][C:10]([O:12]C)=[O:11])=[O:7])([CH3:4])([CH3:3])[CH3:2].[OH-].[Na+]. (2) Given the product [C:3]([C:5]1[CH:6]=[C:7]([C:11]#[C:12][C:13]2[CH:14]=[CH:15][C:16]([F:22])=[C:17]([CH:21]=2)[C:18]([NH:25][CH3:29])=[O:20])[CH:8]=[N:9][CH:10]=1)#[N:4], predict the reactants needed to synthesize it. The reactants are: CN.[C:3]([C:5]1[CH:6]=[C:7]([C:11]#[C:12][C:13]2[CH:14]=[CH:15][C:16]([F:22])=[C:17]([CH:21]=2)[C:18]([OH:20])=O)[CH:8]=[N:9][CH:10]=1)#[N:4].O.O[N:25]1[C:29]2C=CC=CC=2N=N1. (3) Given the product [CH2:10]([O:9][C:6]1[C:7]([F:8])=[C:2]([O:28][C:22]2[CH:23]=[CH:24][CH:25]=[C:26]([F:27])[C:21]=2[F:20])[N:3]=[CH:4][N:5]=1)[C:11]#[C:12][CH3:13], predict the reactants needed to synthesize it. The reactants are: Cl[C:2]1[C:7]([F:8])=[C:6]([O:9][CH2:10][C:11]#[C:12][CH3:13])[N:5]=[CH:4][N:3]=1.C(=O)([O-])[O-].[K+].[K+].[F:20][C:21]1[C:26]([F:27])=[CH:25][CH:24]=[CH:23][C:22]=1[OH:28].[Cl-].[NH4+]. (4) Given the product [C:1]([O:12][CH2:13][C:14]1[CH:22]=[CH:21][C:19]([OH:20])=[C:16]([O:17][CH3:18])[CH:15]=1)(=[O:11])[CH2:2][CH2:3][CH2:4][CH2:5][CH2:6][CH2:7][CH2:8][CH2:9][CH3:10], predict the reactants needed to synthesize it. The reactants are: [C:1]([OH:12])(=[O:11])[CH2:2][CH2:3][CH2:4][CH2:5][CH2:6][CH2:7][CH2:8][CH2:9][CH3:10].[CH2:13](O)[C:14]1[CH:22]=[CH:21][C:19]([OH:20])=[C:16]([O:17][CH3:18])[CH:15]=1. (5) The reactants are: [CH3:1][O:2][C:3]1[CH:4]=[C:5]([OH:11])[CH:6]=[C:7]([O:9][CH3:10])[CH:8]=1.Br[CH2:13][C:14]([O:16][CH2:17][CH3:18])=[O:15].C(=O)([O-])[O-].[K+].[K+]. Given the product [CH2:17]([O:16][C:14](=[O:15])[CH2:13][O:11][C:5]1[CH:6]=[C:7]([O:9][CH3:10])[CH:8]=[C:3]([O:2][CH3:1])[CH:4]=1)[CH3:18], predict the reactants needed to synthesize it. (6) Given the product [F:1][C:2]1[CH:3]=[CH:4][C:5]([CH2:6][N:7]2[C:15]([C:16]3[CH:25]=[CH:24][C:19]([C:20]([OH:22])=[O:21])=[CH:18][CH:17]=3)=[C:14]3[C:9]([CH:10]=[CH:11][CH:12]=[CH:13]3)=[N:8]2)=[CH:26][CH:27]=1, predict the reactants needed to synthesize it. The reactants are: [F:1][C:2]1[CH:27]=[CH:26][C:5]([CH2:6][N:7]2[C:15]([C:16]3[CH:25]=[CH:24][C:19]([C:20]([O:22]C)=[O:21])=[CH:18][CH:17]=3)=[C:14]3[C:9]([CH:10]=[CH:11][CH:12]=[CH:13]3)=[N:8]2)=[CH:4][CH:3]=1.[OH-].[Na+].C(N1C(C2C=CC(C(O)=O)=CC=2)=C2C(C=CC=C2)=N1)C1C=CC=CC=1. (7) The reactants are: [NH2:1][C:2]1[N:7]=[C:6](Cl)[C:5]([CH3:9])=[C:4]([Cl:10])[N:3]=1.[Cl:11][C:12]1[CH:13]=[CH:14][C:15]([O:21][CH3:22])=[C:16](B(O)O)[CH:17]=1.C1(P(C2C=CC=CC=2)C2C=CC=CC=2)C=CC=CC=1.C(=O)([O-])[O-].[Na+].[Na+]. Given the product [NH2:1][C:2]1[N:3]=[C:4]([Cl:10])[C:5]([CH3:9])=[C:6]([C:14]2[CH:13]=[C:12]([Cl:11])[CH:17]=[CH:16][C:15]=2[O:21][CH3:22])[N:7]=1, predict the reactants needed to synthesize it.